This data is from NCI-60 drug combinations with 297,098 pairs across 59 cell lines. The task is: Regression. Given two drug SMILES strings and cell line genomic features, predict the synergy score measuring deviation from expected non-interaction effect. (1) Drug 1: C1CC(C1)(C(=O)O)C(=O)O.[NH2-].[NH2-].[Pt+2]. Drug 2: CCCCC(=O)OCC(=O)C1(CC(C2=C(C1)C(=C3C(=C2O)C(=O)C4=C(C3=O)C=CC=C4OC)O)OC5CC(C(C(O5)C)O)NC(=O)C(F)(F)F)O. Cell line: U251. Synergy scores: CSS=47.2, Synergy_ZIP=-1.45, Synergy_Bliss=-2.54, Synergy_Loewe=-14.7, Synergy_HSA=-2.16. (2) Drug 1: CCC1(CC2CC(C3=C(CCN(C2)C1)C4=CC=CC=C4N3)(C5=C(C=C6C(=C5)C78CCN9C7C(C=CC9)(C(C(C8N6C=O)(C(=O)OC)O)OC(=O)C)CC)OC)C(=O)OC)O.OS(=O)(=O)O. Drug 2: COC1=C2C(=CC3=C1OC=C3)C=CC(=O)O2. Cell line: KM12. Synergy scores: CSS=1.08, Synergy_ZIP=-8.61, Synergy_Bliss=-13.8, Synergy_Loewe=-35.5, Synergy_HSA=-14.8. (3) Drug 1: COC1=CC(=CC(=C1O)OC)C2C3C(COC3=O)C(C4=CC5=C(C=C24)OCO5)OC6C(C(C7C(O6)COC(O7)C8=CC=CS8)O)O. Drug 2: CS(=O)(=O)OCCCCOS(=O)(=O)C. Cell line: MDA-MB-231. Synergy scores: CSS=31.8, Synergy_ZIP=-8.36, Synergy_Bliss=-1.24, Synergy_Loewe=-14.3, Synergy_HSA=0.114. (4) Drug 1: C1=NC(=NC(=O)N1C2C(C(C(O2)CO)O)O)N. Drug 2: CC1C(C(CC(O1)OC2CC(CC3=C2C(=C4C(=C3O)C(=O)C5=CC=CC=C5C4=O)O)(C(=O)C)O)N)O. Cell line: MDA-MB-231. Synergy scores: CSS=57.9, Synergy_ZIP=-7.43, Synergy_Bliss=-1.37, Synergy_Loewe=0.378, Synergy_HSA=2.30.